Dataset: NCI-60 drug combinations with 297,098 pairs across 59 cell lines. Task: Regression. Given two drug SMILES strings and cell line genomic features, predict the synergy score measuring deviation from expected non-interaction effect. (1) Drug 1: C1CCC(C1)C(CC#N)N2C=C(C=N2)C3=C4C=CNC4=NC=N3. Drug 2: C1=NC2=C(N=C(N=C2N1C3C(C(C(O3)CO)O)F)Cl)N. Cell line: HOP-92. Synergy scores: CSS=37.3, Synergy_ZIP=1.56, Synergy_Bliss=3.39, Synergy_Loewe=-11.6, Synergy_HSA=4.61. (2) Drug 1: C1CN1P(=S)(N2CC2)N3CC3. Drug 2: CS(=O)(=O)OCCCCOS(=O)(=O)C. Cell line: SK-MEL-28. Synergy scores: CSS=2.77, Synergy_ZIP=-1.84, Synergy_Bliss=1.30, Synergy_Loewe=0.822, Synergy_HSA=1.30. (3) Drug 1: CCCS(=O)(=O)NC1=C(C(=C(C=C1)F)C(=O)C2=CNC3=C2C=C(C=N3)C4=CC=C(C=C4)Cl)F. Drug 2: C1=NC2=C(N=C(N=C2N1C3C(C(C(O3)CO)O)O)F)N. Cell line: SNB-75. Synergy scores: CSS=-4.36, Synergy_ZIP=0.989, Synergy_Bliss=-2.12, Synergy_Loewe=-4.17, Synergy_HSA=-3.78. (4) Synergy scores: CSS=-0.107, Synergy_ZIP=-0.466, Synergy_Bliss=-0.430, Synergy_Loewe=-2.71, Synergy_HSA=-2.03. Cell line: OVCAR-8. Drug 1: CCC(=C(C1=CC=CC=C1)C2=CC=C(C=C2)OCCN(C)C)C3=CC=CC=C3.C(C(=O)O)C(CC(=O)O)(C(=O)O)O. Drug 2: C(=O)(N)NO. (5) Drug 1: CC1C(C(CC(O1)OC2CC(OC(C2O)C)OC3=CC4=CC5=C(C(=O)C(C(C5)C(C(=O)C(C(C)O)O)OC)OC6CC(C(C(O6)C)O)OC7CC(C(C(O7)C)O)OC8CC(C(C(O8)C)O)(C)O)C(=C4C(=C3C)O)O)O)O. Drug 2: CC1=C(C(=O)C2=C(C1=O)N3CC4C(C3(C2COC(=O)N)OC)N4)N. Cell line: SF-268. Synergy scores: CSS=67.7, Synergy_ZIP=-6.79, Synergy_Bliss=-3.01, Synergy_Loewe=-1.95, Synergy_HSA=-0.192. (6) Drug 1: C(CCl)NC(=O)N(CCCl)N=O. Drug 2: COCCOC1=C(C=C2C(=C1)C(=NC=N2)NC3=CC=CC(=C3)C#C)OCCOC.Cl. Cell line: A498. Synergy scores: CSS=-14.2, Synergy_ZIP=4.97, Synergy_Bliss=3.26, Synergy_Loewe=-28.1, Synergy_HSA=-19.6. (7) Drug 1: C1=CC(=CC=C1C#N)C(C2=CC=C(C=C2)C#N)N3C=NC=N3. Drug 2: CC(C)(C#N)C1=CC(=CC(=C1)CN2C=NC=N2)C(C)(C)C#N. Cell line: OVCAR3. Synergy scores: CSS=7.45, Synergy_ZIP=1.23, Synergy_Bliss=1.67, Synergy_Loewe=2.51, Synergy_HSA=2.93. (8) Drug 1: CC12CCC(CC1=CCC3C2CCC4(C3CC=C4C5=CN=CC=C5)C)O. Drug 2: C1=C(C(=O)NC(=O)N1)N(CCCl)CCCl. Cell line: MDA-MB-435. Synergy scores: CSS=7.16, Synergy_ZIP=-2.23, Synergy_Bliss=-1.09, Synergy_Loewe=-6.07, Synergy_HSA=-2.86. (9) Synergy scores: CSS=35.1, Synergy_ZIP=3.03, Synergy_Bliss=2.89, Synergy_Loewe=-57.3, Synergy_HSA=3.27. Cell line: IGROV1. Drug 2: C1CN(P(=O)(OC1)NCCCl)CCCl. Drug 1: COC1=CC(=CC(=C1O)OC)C2C3C(COC3=O)C(C4=CC5=C(C=C24)OCO5)OC6C(C(C7C(O6)COC(O7)C8=CC=CS8)O)O. (10) Drug 1: C1CC(=O)NC(=O)C1N2C(=O)C3=CC=CC=C3C2=O. Drug 2: C(CCl)NC(=O)N(CCCl)N=O. Cell line: MDA-MB-435. Synergy scores: CSS=7.43, Synergy_ZIP=-5.04, Synergy_Bliss=-6.89, Synergy_Loewe=-2.11, Synergy_HSA=-4.01.